From a dataset of Forward reaction prediction with 1.9M reactions from USPTO patents (1976-2016). Predict the product of the given reaction. (1) The product is: [CH3:4][C:2]([C:5]1[C:10]([C:11]2[CH:16]=[C:15]([O:17][CH3:18])[CH:14]=[CH:13][C:12]=2[F:19])=[CH:9][C:8]([CH2:20][O:21][C:22]2[CH:23]=[CH:24][C:25]([C@@H:28]([CH2:34][CH2:35][CH2:36][CH3:37])[CH2:29][C:30]([OH:32])=[O:31])=[CH:26][CH:27]=2)=[CH:7][CH:6]=1)([CH3:1])[CH3:3]. Given the reactants [CH3:1][C:2]([C:5]1[C:10]([C:11]2[CH:16]=[C:15]([O:17][CH3:18])[CH:14]=[CH:13][C:12]=2[F:19])=[CH:9][C:8]([CH2:20][O:21][C:22]2[CH:27]=[CH:26][C:25]([C@@H:28]([CH2:34][CH2:35][CH2:36][CH3:37])[CH2:29][C:30]([O:32]C)=[O:31])=[CH:24][CH:23]=2)=[CH:7][CH:6]=1)([CH3:4])[CH3:3].C1COCC1.CCO.[OH-].[Na+], predict the reaction product. (2) Given the reactants [CH3:1][NH:2][C:3](=O)[O:4]C1C=CC([N+]([O-])=O)=CC=1.C(N(CC)C(C)C)(C)C.[CH3:24][C:25]1[CH:34]=[CH:33][C:28]([C:29]([NH:31][NH2:32])=[O:30])=[CH:27][CH:26]=1, predict the reaction product. The product is: [CH3:1][NH:2][C:3]([NH:32][NH:31][C:29](=[O:30])[C:28]1[CH:27]=[CH:26][C:25]([CH3:24])=[CH:34][CH:33]=1)=[O:4].